Predict the reactants needed to synthesize the given product. From a dataset of Full USPTO retrosynthesis dataset with 1.9M reactions from patents (1976-2016). (1) Given the product [F:74][C:73]([F:76])([F:75])[C:71]([OH:77])=[O:72].[CH3:6][NH:8][C@H:9]([C:13]([NH:15][C@H:16]([C:20]([N:22]([C@@H:24]([C@@H:66]([CH3:69])[CH2:67][CH3:68])[C@H:25]([O:64][CH3:65])[CH2:26][C:27]([N:29]1[CH2:33][CH2:32][CH2:31][C@H:30]1[C@H:34]([O:62][CH3:63])[C@@H:35]([CH3:61])[C:36]([NH:38][C@@H:39]([CH2:54][C:55]1[CH:56]=[CH:57][CH:58]=[CH:59][CH:60]=1)[C:40]([O:42][CH2:43][C:44]12[CH2:45][CH:46]3[CH2:52][CH:50]([CH2:49][CH:48]([CH2:47]3)[CH2:53]1)[CH2:51]2)=[O:41])=[O:37])=[O:28])[CH3:23])=[O:21])[CH:17]([CH3:18])[CH3:19])=[O:14])[CH:10]([CH3:12])[CH3:11], predict the reactants needed to synthesize it. The reactants are: C(O[C:6]([N:8](C)[C@H:9]([C:13]([NH:15][C@H:16]([C:20]([N:22]([C@@H:24]([C@@H:66]([CH3:69])[CH2:67][CH3:68])[C@H:25]([O:64][CH3:65])[CH2:26][C:27]([N:29]1[CH2:33][CH2:32][CH2:31][C@H:30]1[C@H:34]([O:62][CH3:63])[C@@H:35]([CH3:61])[C:36]([NH:38][C@@H:39]([CH2:54][C:55]1[CH:60]=[CH:59][CH:58]=[CH:57][CH:56]=1)[C:40]([O:42][CH2:43][C:44]12[CH2:53][CH:48]3[CH2:49][CH:50]([CH2:52][CH:46]([CH2:47]3)[CH2:45]1)[CH2:51]2)=[O:41])=[O:37])=[O:28])[CH3:23])=[O:21])[CH:17]([CH3:19])[CH3:18])=[O:14])[CH:10]([CH3:12])[CH3:11])=O)(C)(C)C.[C:71]([OH:77])([C:73]([F:76])([F:75])[F:74])=[O:72]. (2) Given the product [C:1]([O:5][C:6]([C@H:7]1[CH2:11][CH2:10][CH2:9][N:8]1[C:20](=[O:23])[CH:21]=[CH2:22])=[O:12])([CH3:4])([CH3:2])[CH3:3], predict the reactants needed to synthesize it. The reactants are: [C:1]([O:5][C:6](=[O:12])[C@H:7]1[CH2:11][CH2:10][CH2:9][NH:8]1)([CH3:4])([CH3:3])[CH3:2].C(N(CC)CC)C.[C:20](Cl)(=[O:23])[CH:21]=[CH2:22]. (3) The reactants are: [CH:1]1[C:13]2[CH:12]([CH2:14][O:15][C:16]([N:18]3[CH2:23][CH2:22][C:21]([C:31](Cl)=[O:32])([C:24]4[CH:29]=[CH:28][C:27]([Cl:30])=[CH:26][CH:25]=4)[CH2:20][CH2:19]3)=[O:17])[C:11]3[C:6](=[CH:7][CH:8]=[CH:9][CH:10]=3)[C:5]=2[CH:4]=[CH:3][CH:2]=1.[NH2:34][C:35]1[CH:44]=[C:43]2[C:38]([C:39](=[O:45])[NH:40][CH:41]=[N:42]2)=[CH:37][CH:36]=1. Given the product [CH:1]1[C:13]2[CH:12]([CH2:14][O:15][C:16]([N:18]3[CH2:19][CH2:20][C:21]([C:24]4[CH:29]=[CH:28][C:27]([Cl:30])=[CH:26][CH:25]=4)([C:31](=[O:32])[NH:34][C:35]4[CH:44]=[C:43]5[C:38]([C:39](=[O:45])[NH:40][CH:41]=[N:42]5)=[CH:37][CH:36]=4)[CH2:22][CH2:23]3)=[O:17])[C:11]3[C:6](=[CH:7][CH:8]=[CH:9][CH:10]=3)[C:5]=2[CH:4]=[CH:3][CH:2]=1, predict the reactants needed to synthesize it.